This data is from Catalyst prediction with 721,799 reactions and 888 catalyst types from USPTO. The task is: Predict which catalyst facilitates the given reaction. Reactant: [NH:1]1[CH2:5][CH2:4][CH2:3][CH2:2]1.Cl[C:7]1[N:12]2[N:13]=[C:14]([CH3:16])[CH:15]=[C:11]2[N:10]=[C:9]([NH:17][C:18](=[O:30])[C:19]2[CH:24]=[CH:23][C:22]([C:25]([CH3:29])([CH3:28])[CH2:26][OH:27])=[CH:21][CH:20]=2)[CH:8]=1. Product: [OH:27][CH2:26][C:25]([C:22]1[CH:21]=[CH:20][C:19]([C:18]([NH:17][C:9]2[CH:8]=[C:7]([N:1]3[CH2:5][CH2:4][CH2:3][CH2:2]3)[N:12]3[N:13]=[C:14]([CH3:16])[CH:15]=[C:11]3[N:10]=2)=[O:30])=[CH:24][CH:23]=1)([CH3:29])[CH3:28]. The catalyst class is: 5.